Dataset: Catalyst prediction with 721,799 reactions and 888 catalyst types from USPTO. Task: Predict which catalyst facilitates the given reaction. (1) Reactant: [N+:1]([C:4]1[CH:5]=[C:6]([N:10]2[CH2:15][CH2:14][N:13]([CH2:16][CH2:17][C:18]([NH:20][NH2:21])=[O:19])[CH2:12][CH2:11]2)[CH:7]=[CH:8][CH:9]=1)([O-:3])=[O:2].[CH2:22]1[CH2:27][CH2:26][CH:25]([CH2:28][N:29]=[C:30]=[O:31])[CH2:24][CH2:23]1. Product: [CH:25]1([CH2:28][NH:29][C:30]([NH:21][NH:20][C:18](=[O:19])[CH2:17][CH2:16][N:13]2[CH2:14][CH2:15][N:10]([C:6]3[CH:7]=[CH:8][CH:9]=[C:4]([N+:1]([O-:3])=[O:2])[CH:5]=3)[CH2:11][CH2:12]2)=[O:31])[CH2:26][CH2:27][CH2:22][CH2:23][CH2:24]1. The catalyst class is: 11. (2) Reactant: [O:1]1[C:5]2[CH:6]=[CH:7][C:8]([CH:10]([C:12]3[CH:17]=[CH:16][C:15]([O:18][CH3:19])=[C:14]([O:20][CH2:21][CH3:22])[CH:13]=3)[OH:11])=[CH:9][C:4]=2[CH:3]=[CH:2]1. Product: [O:1]1[C:5]2[CH:6]=[CH:7][C:8]([C:10]([C:12]3[CH:17]=[CH:16][C:15]([O:18][CH3:19])=[C:14]([O:20][CH2:21][CH3:22])[CH:13]=3)=[O:11])=[CH:9][C:4]=2[CH:3]=[CH:2]1. The catalyst class is: 177. (3) Reactant: [F:1][C:2]1[CH:7]=[CH:6][C:5]([C:8]2[CH:12]=[C:11]([CH2:13][NH:14][C:15]3[C:24]4[C:19](=[CH:20][CH:21]=[CH:22][N:23]=4)[N:18]=[CH:17][C:16]=3[N+:25]([O-])=O)[O:10][N:9]=2)=[CH:4][CH:3]=1. Product: [F:1][C:2]1[CH:3]=[CH:4][C:5]([C:8]2[CH:12]=[C:11]([CH2:13][NH:14][C:15]3[C:24]4[C:19](=[CH:20][CH:21]=[CH:22][N:23]=4)[N:18]=[CH:17][C:16]=3[NH2:25])[O:10][N:9]=2)=[CH:6][CH:7]=1. The catalyst class is: 5. (4) Reactant: C1(O[C:8](=[O:26])[NH:9][CH2:10][CH:11]2[CH2:16][CH2:15][C:14]([N:23]([CH3:25])[CH3:24])([C:17]3[CH:22]=[CH:21][CH:20]=[CH:19][CH:18]=3)[CH2:13][CH2:12]2)C=CC=CC=1.[CH3:27][O:28][C:29]1[CH:30]=[C:31]2[C:35](=[CH:36][CH:37]=1)[NH:34][CH:33]=[C:32]2[C:38]1[CH2:39][CH2:40][NH:41][CH2:42][CH:43]=1. Product: [CH3:25][N:23]([CH3:24])[C:14]1([C:17]2[CH:22]=[CH:21][CH:20]=[CH:19][CH:18]=2)[CH2:15][CH2:16][CH:11]([CH2:10][NH:9][C:8]([N:41]2[CH2:42][CH:43]=[C:38]([C:32]3[C:31]4[C:35](=[CH:36][CH:37]=[C:29]([O:28][CH3:27])[CH:30]=4)[NH:34][CH:33]=3)[CH2:39][CH2:40]2)=[O:26])[CH2:12][CH2:13]1. The catalyst class is: 12. (5) Reactant: [C:1]1([N:7]2[C:15](=[O:16])[C:14]3[C:9]([C:10]4[CH:19]=[CH:18][NH:17][C:11]=4[NH:12][CH:13]=3)=[N:8]2)[CH:6]=[CH:5][CH:4]=[CH:3][CH:2]=1.C(N(C(C)C)CC)(C)C.[CH2:29]([N:31]=[C:32]=[S:33])[CH3:30]. Product: [CH2:29]([NH:31][C:32]([N:17]1[C:11]2[NH:12][CH:13]=[C:14]3[C:15](=[O:16])[N:7]([C:1]4[CH:2]=[CH:3][CH:4]=[CH:5][CH:6]=4)[N:8]=[C:9]3[C:10]=2[CH:19]=[CH:18]1)=[S:33])[CH3:30]. The catalyst class is: 9. (6) Reactant: [CH3:1][NH:2][C:3](=[O:14])[C:4]1[CH:9]=[CH:8][C:7]([S:10]([CH3:13])(=[O:12])=[O:11])=[CH:6][CH:5]=1.[H-].[Na+].Br[CH2:18][C:19]1[C:28](=[O:29])[C:27]2[C:22](=[CH:23][C:24]([Cl:30])=[CH:25][CH:26]=2)[N:21]([C:31]2[CH:36]=[CH:35][CH:34]=[CH:33][CH:32]=2)[C:20]=1[C:37]([O:39][CH3:40])=[O:38]. The catalyst class is: 37. Product: [CH3:40][O:39][C:37]([C:20]1[N:21]([C:31]2[CH:32]=[CH:33][CH:34]=[CH:35][CH:36]=2)[C:22]2[C:27]([C:28](=[O:29])[C:19]=1[CH2:18][N:2]([C:3](=[O:14])[C:4]1[CH:5]=[CH:6][C:7]([S:10]([CH3:13])(=[O:12])=[O:11])=[CH:8][CH:9]=1)[CH3:1])=[CH:26][CH:25]=[C:24]([Cl:30])[CH:23]=2)=[O:38].